This data is from Peptide-MHC class I binding affinity with 185,985 pairs from IEDB/IMGT. The task is: Regression. Given a peptide amino acid sequence and an MHC pseudo amino acid sequence, predict their binding affinity value. This is MHC class I binding data. The binding affinity (normalized) is 0.334. The peptide sequence is DLIAMENLK. The MHC is HLA-A11:01 with pseudo-sequence HLA-A11:01.